This data is from Forward reaction prediction with 1.9M reactions from USPTO patents (1976-2016). The task is: Predict the product of the given reaction. (1) Given the reactants [CH3:1][O:2][C:3]1[CH:4]=[CH:5][C:6]2[O:10][C:9]([NH:11][CH:12]3[CH2:17][CH2:16][NH:15][CH2:14][CH2:13]3)=[N:8][C:7]=2[CH:18]=1.[CH2:19]([O:21][C:22]1[CH:23]=[C:24]([CH:27]=[C:28]([O:31][CH2:32][CH3:33])[C:29]=1[F:30])[CH:25]=O)[CH3:20].C([BH3-])#N.[Na+].C(N(C(C)C)C(C)C)C, predict the reaction product. The product is: [CH2:19]([O:21][C:22]1[CH:23]=[C:24]([CH:27]=[C:28]([O:31][CH2:32][CH3:33])[C:29]=1[F:30])[CH2:25][N:15]1[CH2:16][CH2:17][CH:12]([NH:11][C:9]2[O:10][C:6]3[CH:5]=[CH:4][C:3]([O:2][CH3:1])=[CH:18][C:7]=3[N:8]=2)[CH2:13][CH2:14]1)[CH3:20]. (2) Given the reactants [Cl:1][C:2]1[CH:3]=[C:4]([C:12]([OH:14])=O)[CH:5]=[N:6][C:7]=1[O:8][CH:9]([CH3:11])[CH3:10].C(N(CC)CC)C.O.OC1C2N=NNC=2C=CC=1.C(Cl)CCl.O[NH:38][C:39]([C:41]1[CH:42]=[C:43]2[C:47](=[CH:48][CH:49]=1)[NH:46][N:45]=[CH:44]2)=[NH:40], predict the reaction product. The product is: [Cl:1][C:2]1[CH:3]=[C:4]([C:12]2[O:14][N:38]=[C:39]([C:41]3[CH:42]=[C:43]4[C:47](=[CH:48][CH:49]=3)[NH:46][N:45]=[CH:44]4)[N:40]=2)[CH:5]=[N:6][C:7]=1[O:8][CH:9]([CH3:10])[CH3:11]. (3) Given the reactants [F:1][C:2]1[CH:3]=[CH:4][CH:5]=[C:6]2[C:31]=1[O:30][C:9]1([CH2:14][CH2:13][N:12]([C:15]([C:17]3[CH:22]=[CH:21][C:20]([S:23]([CH:26]([CH3:28])[CH3:27])(=[O:25])=[O:24])=[C:19]([CH3:29])[CH:18]=3)=[O:16])[CH2:11][CH2:10]1)[CH2:8][CH:7]2[OH:32].FC(F)(F)S(OS(C(F)(F)F)(=O)=O)(=O)=O.[CH3:48][CH:49](O)[CH3:50], predict the reaction product. The product is: [F:1][C:2]1[CH:3]=[CH:4][CH:5]=[C:6]2[C:31]=1[O:30][C:9]1([CH2:10][CH2:11][N:12]([C:15]([C:17]3[CH:22]=[CH:21][C:20]([S:23]([CH:26]([CH3:28])[CH3:27])(=[O:25])=[O:24])=[C:19]([CH3:29])[CH:18]=3)=[O:16])[CH2:13][CH2:14]1)[CH2:8][CH:7]2[O:32][CH:49]([CH3:50])[CH3:48]. (4) Given the reactants [N+](C1C=CC(COC([N:12]2[CH2:16][CH2:15][C@@H:14]([NH:17][C:18]([C:20]3[N:21]=[C:22]([N:25]4[CH2:28][CH:27]([S:29][C:30]5[C@H:31]([CH3:54])[C@@H:32]6[C@@H:49]([C@H:50]([OH:52])[CH3:51])[C:48](=[O:53])[N:33]6[C:34]=5[C:35]([O:37]CC5C=CC([N+]([O-])=O)=CC=5)=[O:36])[CH2:26]4)[O:23][CH:24]=3)=[O:19])[CH2:13]2)=O)=CC=1)([O-])=O, predict the reaction product. The product is: [NH:12]1[CH2:16][CH2:15][C@@H:14]([NH:17][C:18]([C:20]2[N:21]=[C:22]([N:25]3[CH2:28][CH:27]([S:29][C:30]4[C@H:31]([CH3:54])[C@@H:32]5[C@@H:49]([C@H:50]([OH:52])[CH3:51])[C:48](=[O:53])[N:33]5[C:34]=4[C:35]([OH:37])=[O:36])[CH2:26]3)[O:23][CH:24]=2)=[O:19])[CH2:13]1. (5) Given the reactants Br[C:2]1[N:6]2[CH:7]=[CH:8][C:9]([C:11]([F:14])([F:13])[F:12])=[N:10][C:5]2=[N:4][CH:3]=1.[F:15][C:16]1[C:21]([C:22]2[CH:27]=[CH:26][N:25]=[CH:24][CH:23]=2)=[C:20]([F:28])[CH:19]=[CH:18][C:17]=1B(O)O, predict the reaction product. The product is: [F:28][C:20]1[C:21]([C:22]2[CH:23]=[CH:24][N:25]=[CH:26][CH:27]=2)=[C:16]([F:15])[CH:17]=[CH:18][C:19]=1[C:2]1[N:6]2[CH:7]=[CH:8][C:9]([C:11]([F:14])([F:13])[F:12])=[N:10][C:5]2=[N:4][CH:3]=1. (6) Given the reactants [Br:1][C:2]1[CH:7]=[C:6]([F:8])[CH:5]=[CH:4][C:3]=1[C@H:9]1[C:14]([C:15]([O:17][C@H:18]([CH3:24])[C:19]([O:21][CH2:22][CH3:23])=[O:20])=[O:16])=[C:13]([CH3:25])[NH:12][C:11]([C:26]2[S:27][CH:28]=[CH:29][N:30]=2)=[N:10]1.C1C(=O)N([Br:38])C(=O)C1, predict the reaction product. The product is: [Br:1][C:2]1[CH:7]=[C:6]([F:8])[CH:5]=[CH:4][C:3]=1[C@H:9]1[C:14]([C:15]([O:17][C@H:18]([CH3:24])[C:19]([O:21][CH2:22][CH3:23])=[O:20])=[O:16])=[C:13]([CH2:25][Br:38])[NH:12][C:11]([C:26]2[S:27][CH:28]=[CH:29][N:30]=2)=[N:10]1. (7) Given the reactants Cl[C:2]1[C:3]([CH:8]2[CH2:11][N:10]([C:12]([O:14][C:15]([CH3:18])([CH3:17])[CH3:16])=[O:13])[CH2:9]2)=[N:4][CH:5]=[CH:6][N:7]=1.[NH2:19][CH2:20][CH2:21][CH:22]([CH3:25])[CH2:23][OH:24].[CH3:26]CN(CC)CC, predict the reaction product. The product is: [C:15]([O:14][C:12]([N:10]1[CH2:11][CH:8]([C:3]2[C:2]([N:19]3[CH2:26][CH2:25][CH:22]([CH2:23][OH:24])[CH2:21][CH2:20]3)=[N:7][CH:6]=[CH:5][N:4]=2)[CH2:9]1)=[O:13])([CH3:18])([CH3:17])[CH3:16]. (8) Given the reactants C(OC1C=CC(N2CCN(CCCC3CCCCC3)CC2)=CC=1[Cl:30])C1C=CC=CC=1.C([O:38][C:39]1[CH:44]=[CH:43][C:42]([N:45]2[CH2:50][CH2:49][N:48]([CH2:51][CH2:52][CH2:53][CH:54]3[CH2:59][CH2:58][CH2:57][CH2:56][CH2:55]3)[CH2:47][CH2:46]2)=[CH:41][C:40]=1[F:60])C1C=CC=CC=1, predict the reaction product. The product is: [ClH:30].[CH:54]1([CH2:53][CH2:52][CH2:51][N:48]2[CH2:49][CH2:50][N:45]([C:42]3[CH:43]=[CH:44][C:39]([OH:38])=[C:40]([F:60])[CH:41]=3)[CH2:46][CH2:47]2)[CH2:59][CH2:58][CH2:57][CH2:56][CH2:55]1.